Predict the reaction yield, written as a fraction of the theoretical maximum amount of product (1.0 means a 100% yield; for example, 0.34 means a 34% yield). From a dataset of Reaction yield outcomes from USPTO patents with 853,638 reactions. (1) The reactants are [C:1]1([CH:7]([C:31]2[CH:36]=[CH:35][CH:34]=[CH:33][CH:32]=2)[N:8]2[C:16]3[C:11](=[C:12]([F:17])[CH:13]=[CH:14][CH:15]=3)[C:10](O)([C:18]3[C:27]([OH:28])=[CH:26][C:21]4[O:22][CH2:23][CH2:24][O:25][C:20]=4[CH:19]=3)[C:9]2=[O:30])[CH:6]=[CH:5][CH:4]=[CH:3][CH:2]=1.FC(F)(F)C(O)=O.C([SiH](CC)CC)C. The catalyst is ClCCl. The product is [C:31]1([CH:7]([C:1]2[CH:2]=[CH:3][CH:4]=[CH:5][CH:6]=2)[N:8]2[C:16]3[C:11](=[C:12]([F:17])[CH:13]=[CH:14][CH:15]=3)[CH:10]([C:18]3[C:27]([OH:28])=[CH:26][C:21]4[O:22][CH2:23][CH2:24][O:25][C:20]=4[CH:19]=3)[C:9]2=[O:30])[CH:32]=[CH:33][CH:34]=[CH:35][CH:36]=1. The yield is 0.920. (2) No catalyst specified. The product is [CH:7]1[CH:6]=[C:5]2[CH:4]=[CH:3][C:2]3[C:13](=[O:25])[C:14](=[O:24])[NH:11][C:1]=3[C:10]2=[CH:9][CH:8]=1. The yield is 0.540. The reactants are [C:1]1([NH2:11])[C:10]2[CH2:9][CH2:8][CH2:7][CH2:6][C:5]=2[CH:4]=[CH:3][CH:2]=1.N1C2C(=CC=C3CCCC3=2)[C:14](=[O:24])[C:13]1=[O:25]. (3) The reactants are COC[N:4]1[C:8]2[CH:9]=[CH:10][C:11]([CH:13]([C:15]3[CH:19]=[CH:18][N:17]([C:20]4[CH:25]=[CH:24][C:23]([CH:26]5[CH2:30][CH2:29][CH:28]([CH2:31][O:32]C6CCCCO6)[O:27]5)=[CH:22][N:21]=4)[N:16]=3)[CH3:14])=[CH:12][C:7]=2[S:6][C:5]1=[O:39]. The catalyst is FC(F)(F)C(O)=O. The product is [OH:32][CH2:31][CH:28]1[O:27][CH:26]([C:23]2[CH:24]=[CH:25][C:20]([N:17]3[CH:18]=[CH:19][C:15]([CH:13]([C:11]4[CH:10]=[CH:9][C:8]5[NH:4][C:5](=[O:39])[S:6][C:7]=5[CH:12]=4)[CH3:14])=[N:16]3)=[N:21][CH:22]=2)[CH2:30][CH2:29]1. The yield is 0.790.